Task: Predict the reactants needed to synthesize the given product.. Dataset: Full USPTO retrosynthesis dataset with 1.9M reactions from patents (1976-2016) (1) The reactants are: [Br:1][C:2]1[CH:3]=[C:4]([CH:7]=[CH:8][CH:9]=1)[CH2:5]Br.Cl.[F:11][C:12]1([F:18])[CH2:17][CH2:16][NH:15][CH2:14][CH2:13]1.C(=O)([O-])[O-].[K+].[K+]. Given the product [Br:1][C:2]1[CH:3]=[C:4]([CH:7]=[CH:8][CH:9]=1)[CH2:5][N:15]1[CH2:16][CH2:17][C:12]([F:18])([F:11])[CH2:13][CH2:14]1, predict the reactants needed to synthesize it. (2) Given the product [CH2:2]1[CH2:1][O:4][C:9]2([CH2:10][CH2:11][CH:6]([CH3:5])[CH:7]([S:13]([C:16]3[CH:21]=[CH:20][CH:19]=[CH:18][CH:17]=3)(=[O:14])=[O:15])[CH2:8]2)[O:3]1, predict the reactants needed to synthesize it. The reactants are: [CH2:1]([OH:4])[CH2:2][OH:3].[CH3:5][CH:6]1[CH2:11][CH2:10][C:9](=O)[CH2:8][CH:7]1[S:13]([C:16]1[CH:21]=[CH:20][CH:19]=[CH:18][CH:17]=1)(=[O:15])=[O:14].C(=O)(O)[O-].[Na+].